Dataset: Full USPTO retrosynthesis dataset with 1.9M reactions from patents (1976-2016). Task: Predict the reactants needed to synthesize the given product. (1) Given the product [F:31][C:28]([F:29])([F:30])[C:25]1[CH:26]=[CH:27][C:22]([N:19]2[CH2:20][CH2:21][N:16]([S:13]([C:9]3[CH:8]=[C:7]([CH:12]=[CH:11][CH:10]=3)[CH2:6][O:5][CH2:4][C:3]([OH:32])=[O:2])(=[O:15])=[O:14])[CH2:17][CH2:18]2)=[CH:23][CH:24]=1, predict the reactants needed to synthesize it. The reactants are: C[O:2][C:3](=[O:32])[CH2:4][O:5][CH2:6][C:7]1[CH:12]=[CH:11][CH:10]=[C:9]([S:13]([N:16]2[CH2:21][CH2:20][N:19]([C:22]3[CH:27]=[CH:26][C:25]([C:28]([F:31])([F:30])[F:29])=[CH:24][CH:23]=3)[CH2:18][CH2:17]2)(=[O:15])=[O:14])[CH:8]=1.[Li+].[OH-]. (2) Given the product [OH:17][N:18]=[CH:1][C:3]1[C:11]2[C:6](=[C:7]([C:12]([O:14][CH3:15])=[O:13])[CH:8]=[CH:9][CH:10]=2)[NH:5][CH:4]=1, predict the reactants needed to synthesize it. The reactants are: [CH:1]([C:3]1[C:11]2[C:6](=[C:7]([C:12]([O:14][CH3:15])=[O:13])[CH:8]=[CH:9][CH:10]=2)[NH:5][CH:4]=1)=O.Cl.[OH:17][NH3+:18].